From a dataset of Reaction yield outcomes from USPTO patents with 853,638 reactions. Predict the reaction yield, written as a fraction of the theoretical maximum amount of product (1.0 means a 100% yield; for example, 0.34 means a 34% yield). The reactants are C(OC([N:8]1[CH2:13][CH2:12][C:11](=[C:14]([C:25]2[CH:30]=[CH:29][C:28]([C:31](=[O:37])[N:32]([CH2:34][CH2:35][OH:36])[CH3:33])=[CH:27][CH:26]=2)[C:15]2[CH:16]=[CH:17][CH:18]=[C:19]3[C:24]=2[N:23]=[CH:22][CH:21]=[CH:20]3)[CH2:10][CH2:9]1)=O)(C)(C)C.Cl. The catalyst is O1CCOCC1. The product is [OH:36][CH2:35][CH2:34][N:32]([CH3:33])[C:31](=[O:37])[C:28]1[CH:27]=[CH:26][C:25]([C:14](=[C:11]2[CH2:12][CH2:13][NH:8][CH2:9][CH2:10]2)[C:15]2[CH:16]=[CH:17][CH:18]=[C:19]3[C:24]=2[N:23]=[CH:22][CH:21]=[CH:20]3)=[CH:30][CH:29]=1. The yield is 1.00.